This data is from Full USPTO retrosynthesis dataset with 1.9M reactions from patents (1976-2016). The task is: Predict the reactants needed to synthesize the given product. (1) The reactants are: [CH3:1][O:2][C:3]1[CH:4]=[C:5]2[C:10](=[CH:11][C:12]=1[O:13][CH3:14])[N:9]=[CH:8][N:7]=[C:6]2[CH:15]1[CH2:20][CH2:19][NH:18][CH2:17][CH2:16]1.[N:21]([C:24]1[CH:29]=[CH:28][C:27]([C:30]([F:33])([F:32])[F:31])=[CH:26][CH:25]=1)=[C:22]=[O:23]. Given the product [F:31][C:30]([F:32])([F:33])[C:27]1[CH:26]=[CH:25][C:24]([NH:21][C:22]([N:18]2[CH2:19][CH2:20][CH:15]([C:6]3[C:5]4[C:10](=[CH:11][C:12]([O:13][CH3:14])=[C:3]([O:2][CH3:1])[CH:4]=4)[N:9]=[CH:8][N:7]=3)[CH2:16][CH2:17]2)=[O:23])=[CH:29][CH:28]=1, predict the reactants needed to synthesize it. (2) Given the product [Cl:24][C:10]1[C:11]2[C:6](=[CH:5][CH:4]=[C:3]([O:2][CH3:1])[CH:12]=2)[C:7]([CH2:14][CH2:15][C:16]2[CH:21]=[CH:20][CH:19]=[CH:18][CH:17]=2)=[N:8][N:9]=1, predict the reactants needed to synthesize it. The reactants are: [CH3:1][O:2][C:3]1[CH:12]=[C:11]2[C:6]([C:7]([CH2:14][CH2:15][C:16]3[CH:21]=[CH:20][CH:19]=[CH:18][CH:17]=3)=[N:8][NH:9][C:10]2=O)=[CH:5][CH:4]=1.P(Cl)(Cl)([Cl:24])=O. (3) Given the product [CH2:8]([N:15]1[CH2:30][CH2:29][C:18]2([C:22]([C:23]([O:25][CH2:26][CH3:27])=[O:24])=[C:21]([NH:31][C:32]([NH2:34])=[O:33])[CH2:20][CH2:19]2)[CH2:17][CH2:16]1)[C:9]1[CH:10]=[CH:11][CH:12]=[CH:13][CH:14]=1, predict the reactants needed to synthesize it. The reactants are: Cl.O1CCOCC1.[CH2:8]([N:15]1[CH2:30][CH2:29][C:18]2([CH:22]([C:23]([O:25][CH2:26][CH3:27])=[O:24])[C:21](=O)[CH2:20][CH2:19]2)[CH2:17][CH2:16]1)[C:9]1[CH:14]=[CH:13][CH:12]=[CH:11][CH:10]=1.[NH2:31][C:32]([NH2:34])=[O:33].[OH-].[Na+]. (4) Given the product [CH3:1][CH2:2][CH:3]([N:5]1[N:10]=[CH:9][N:8]([C:11]2[CH:16]=[CH:15][C:14]([N:17]3[CH2:22][CH2:21][N:20]([C:23]4[CH:28]=[CH:27][C:26]([O:29][CH2:30][C@@H:31]5[O:35][C@:34]([C:42]6[CH:43]=[CH:44][C:45]([Cl:49])=[CH:46][C:47]=6[Cl:48])([CH2:36][N:37]6[N:41]=[CH:40][N:39]=[CH:38]6)[O:33][CH2:32]5)=[CH:25][CH:24]=4)[CH2:19][CH2:18]3)=[CH:13][CH:12]=2)[C:6]1=[O:7])[CH3:4].[CH3:25][C:26]([CH3:27])=[O:29], predict the reactants needed to synthesize it. The reactants are: [CH3:1][CH2:2][CH:3]([N:5]1[N:10]=[CH:9][N:8]([C:11]2[CH:12]=[CH:13][C:14]([N:17]3[CH2:22][CH2:21][N:20]([C:23]4[CH:24]=[CH:25][C:26]([O:29][CH2:30][C@@H:31]5[O:35][C@:34]([C:42]6[CH:43]=[CH:44][C:45]([Cl:49])=[CH:46][C:47]=6[Cl:48])([CH2:36][N:37]6[N:41]=[CH:40][N:39]=[CH:38]6)[O:33][CH2:32]5)=[CH:27][CH:28]=4)[CH2:19][CH2:18]3)=[CH:15][CH:16]=2)[C:6]1=[O:7])[CH3:4]. (5) Given the product [C:34]([C:16]1[CH:15]=[C:14]([NH:13][CH:10]2[CH2:11][CH2:12][N:8]([C:6]([O:5][C:1]([CH3:2])([CH3:3])[CH3:4])=[O:7])[CH2:9]2)[CH:19]=[N:18][C:17]=1[O:20][C:21]1[CH:26]=[CH:25][C:24]([O:27][C:28]2[CH:33]=[CH:32][CH:31]=[CH:30][CH:29]=2)=[CH:23][CH:22]=1)(=[O:36])[NH2:38], predict the reactants needed to synthesize it. The reactants are: [C:1]([O:5][C:6]([N:8]1[CH2:12][CH2:11][CH:10]([NH:13][C:14]2[CH:15]=[C:16]([C:34]([O:36]C)=O)[C:17]([O:20][C:21]3[CH:26]=[CH:25][C:24]([O:27][C:28]4[CH:33]=[CH:32][CH:31]=[CH:30][CH:29]=4)=[CH:23][CH:22]=3)=[N:18][CH:19]=2)[CH2:9]1)=[O:7])([CH3:4])([CH3:3])[CH3:2].[NH3:38]. (6) Given the product [CH2:1]([N:8]1[CH:19]=[C:18]([Br:21])[C:11]2[N:12]=[C:13]([S:16][CH3:17])[N:14]=[CH:15][C:10]=2[C:9]1=[O:20])[C:2]1[CH:7]=[CH:6][CH:5]=[CH:4][CH:3]=1, predict the reactants needed to synthesize it. The reactants are: [CH2:1]([N:8]1[CH:19]=[CH:18][C:11]2[N:12]=[C:13]([S:16][CH3:17])[N:14]=[CH:15][C:10]=2[C:9]1=[O:20])[C:2]1[CH:7]=[CH:6][CH:5]=[CH:4][CH:3]=1.[Br:21]Br. (7) Given the product [CH2:1]([O:8][CH2:9][C:10]1[NH:11][C:12]([C:28]2[C:29]([CH3:31])=[CH:30][C:21]([CH3:20])=[C:22]([CH:27]=2)[C:23]([O:25][CH3:26])=[O:24])=[C:13]([C:15]([F:18])([F:17])[F:16])[N:14]=1)[C:2]1[CH:7]=[CH:6][CH:5]=[CH:4][CH:3]=1, predict the reactants needed to synthesize it. The reactants are: [CH2:1]([O:8][CH2:9][C:10]1[NH:11][C:12](I)=[C:13]([C:15]([F:18])([F:17])[F:16])[N:14]=1)[C:2]1[CH:7]=[CH:6][CH:5]=[CH:4][CH:3]=1.[CH3:20][C:21]1[CH:30]=[C:29]([CH3:31])[C:28](B2OC(C)(C)C(C)(C)O2)=[CH:27][C:22]=1[C:23]([O:25][CH3:26])=[O:24].C(=O)([O-])[O-].[K+].[K+]. (8) Given the product [P:44]([O:43][CH2:42][C:39]1[CH:38]=[CH:37][C:36]([C:35]([O:34][C:33]2[C:29]([O:28][C:26](=[O:27])[C:25]3[CH:24]=[CH:23][C:22]([CH2:21][O:20][P:13]([OH:15])([OH:14])=[O:12])=[CH:76][CH:75]=3)=[C:30]([C:70](=[O:74])[N:71]([CH3:73])[CH3:72])[N:31]([C:62]3[CH:63]=[CH:64][C:65]([O:68][CH3:69])=[CH:66][CH:67]=3)[C:32]=2[C:57](=[O:61])[N:58]([CH3:60])[CH3:59])=[O:56])=[CH:41][CH:40]=1)([OH:51])([OH:46])=[O:45], predict the reactants needed to synthesize it. The reactants are: C(O)(C(F)(F)F)=O.C([O:12][P:13]([O:20][CH2:21][C:22]1[CH:76]=[CH:75][C:25]([C:26]([O:28][C:29]2[C:33]([O:34][C:35](=[O:56])[C:36]3[CH:41]=[CH:40][C:39]([CH2:42][O:43][P:44]([O:51]C(C)(C)C)([O:46]C(C)(C)C)=[O:45])=[CH:38][CH:37]=3)=[C:32]([C:57](=[O:61])[N:58]([CH3:60])[CH3:59])[N:31]([C:62]3[CH:67]=[CH:66][C:65]([O:68][CH3:69])=[CH:64][CH:63]=3)[C:30]=2[C:70](=[O:74])[N:71]([CH3:73])[CH3:72])=[O:27])=[CH:24][CH:23]=1)([O:15]C(C)(C)C)=[O:14])(C)(C)C. (9) The reactants are: [F:1][C:2]1[CH:10]=[CH:9][CH:8]=[C:7]2[C:3]=1[CH2:4][CH2:5][N:6]2[C:11]([O:13][C:14]([CH3:17])([CH3:16])[CH3:15])=[O:12].[Br:18]N1C(=O)CCC1=O. Given the product [Br:18][C:10]1[C:2]([F:1])=[C:3]2[C:7](=[CH:8][CH:9]=1)[N:6]([C:11]([O:13][C:14]([CH3:17])([CH3:16])[CH3:15])=[O:12])[CH2:5][CH2:4]2, predict the reactants needed to synthesize it.